From a dataset of Catalyst prediction with 721,799 reactions and 888 catalyst types from USPTO. Predict which catalyst facilitates the given reaction. (1) Reactant: [NH2:1][C:2]1[CH:7]=[C:6]([Cl:8])[CH:5]=[CH:4][N:3]=1.C1C(=O)N([I:16])C(=O)C1. Product: [Cl:8][C:6]1[C:5]([I:16])=[CH:4][N:3]=[C:2]([NH2:1])[CH:7]=1. The catalyst class is: 3. (2) Reactant: [Br:1][C:2]1[CH:3]=[CH:4][C:5]2[N:6]([N:8]=[CH:9][C:10]=2[C:11]([OH:13])=O)[CH:7]=1.S(Cl)(Cl)=O.N1C=CC=CC=1.[NH2:24][C:25]1[C:26]([CH3:35])=[N:27][CH:28]=[C:29]([CH:34]=1)[C:30]([O:32][CH3:33])=[O:31]. Product: [Br:1][C:2]1[CH:3]=[CH:4][C:5]2[N:6]([N:8]=[CH:9][C:10]=2[C:11]([NH:24][C:25]2[C:26]([CH3:35])=[N:27][CH:28]=[C:29]([CH:34]=2)[C:30]([O:32][CH3:33])=[O:31])=[O:13])[CH:7]=1. The catalyst class is: 11. (3) The catalyst class is: 7. Reactant: O=[C:2]([N:21]1[CH2:25][CH2:24][C@H:23]([O:26][CH2:27][CH2:28][O:29][CH2:30][CH2:31][O:32][CH2:33][CH2:34][O:35][CH2:36][CH2:37][O:38][CH2:39][CH2:40][O:41][CH3:42])[CH2:22]1)[C@@H:3]([NH:10][C:11](=O)OCC1C=CC=CC=1)[C:4]1[CH:9]=[CH:8][CH:7]=[CH:6][CH:5]=1.[H-].[Al+3].[Li+].[H-].[H-].[H-].C(=O)([O-])[O-].[Na+].[Na+]. Product: [CH3:11][NH:10][C@@H:3]([C:4]1[CH:5]=[CH:6][CH:7]=[CH:8][CH:9]=1)[CH2:2][N:21]1[CH2:25][CH2:24][C@H:23]([O:26][CH2:27][CH2:28][O:29][CH2:30][CH2:31][O:32][CH2:33][CH2:34][O:35][CH2:36][CH2:37][O:38][CH2:39][CH2:40][O:41][CH3:42])[CH2:22]1.